This data is from Forward reaction prediction with 1.9M reactions from USPTO patents (1976-2016). The task is: Predict the product of the given reaction. (1) Given the reactants [Br:1][C:2]([CH2:4][C@@H:5]([OH:27])[CH2:6][CH2:7][CH2:8][O:9][Si:10]([C:23]([CH3:26])([CH3:25])[CH3:24])([C:17]1[CH:22]=[CH:21][CH:20]=[CH:19][CH:18]=1)[C:11]1[CH:16]=[CH:15][CH:14]=[CH:13][CH:12]=1)=[CH2:3].[C:28](O)(=[O:35])[C:29]1[CH:34]=[CH:33][CH:32]=[CH:31][CH:30]=1.C1(P(C2C=CC=CC=2)C2C=CC=CC=2)C=CC=CC=1.CCOC(/N=N/C(OCC)=O)=O, predict the reaction product. The product is: [C:28]([O:27][C@H:5]([CH2:6][CH2:7][CH2:8][O:9][Si:10]([C:23]([CH3:24])([CH3:26])[CH3:25])([C:17]1[CH:18]=[CH:19][CH:20]=[CH:21][CH:22]=1)[C:11]1[CH:12]=[CH:13][CH:14]=[CH:15][CH:16]=1)[CH2:4][C:2]([Br:1])=[CH2:3])(=[O:35])[C:29]1[CH:34]=[CH:33][CH:32]=[CH:31][CH:30]=1. (2) The product is: [F:38][C:4]1[CH:3]=[C:2]([C:47]2[CH:48]=[CH:49][C:44]([C:43]([F:54])([F:53])[F:42])=[CH:45][CH:46]=2)[CH:36]=[C:35]([F:37])[C:5]=1[CH2:6][N:7]1[C:11]2[CH:12]=[C:13]([O:16][CH2:17][C:18]3[C:23]([F:24])=[CH:22][C:21]([CH3:25])=[CH:20][N:19]=3)[CH:14]=[CH:15][C:10]=2[N:9]=[C:8]1[C@H:26]1[CH2:31][CH2:30][CH2:29][CH2:28][C@H:27]1[C:32]([OH:34])=[O:33]. Given the reactants Br[C:2]1[CH:36]=[C:35]([F:37])[C:5]([CH2:6][N:7]2[C:11]3[CH:12]=[C:13]([O:16][CH2:17][C:18]4[C:23]([F:24])=[CH:22][C:21]([CH3:25])=[CH:20][N:19]=4)[CH:14]=[CH:15][C:10]=3[N:9]=[C:8]2[C@H:26]2[CH2:31][CH2:30][CH2:29][CH2:28][C@H:27]2[C:32]([OH:34])=[O:33])=[C:4]([F:38])[CH:3]=1.C(Cl)Cl.[F:42][C:43]([F:54])([F:53])[C:44]1[CH:49]=[CH:48][C:47](B(O)O)=[CH:46][CH:45]=1.C([O-])([O-])=O.[K+].[K+], predict the reaction product.